This data is from Reaction yield outcomes from USPTO patents with 853,638 reactions. The task is: Predict the reaction yield, written as a fraction of the theoretical maximum amount of product (1.0 means a 100% yield; for example, 0.34 means a 34% yield). The reactants are [NH2:1][C@@H:2]([CH2:7][OH:8])[CH2:3][CH:4]([CH3:6])[CH3:5].CCN(CC)CC.[CH3:16][C:17]([O:20][C:21](O[C:21]([O:20][C:17]([CH3:19])([CH3:18])[CH3:16])=[O:22])=[O:22])([CH3:19])[CH3:18]. The catalyst is CN(C1C=CN=CC=1)C.C1COCC1. The product is [C:17]([O:20][C:21](=[O:22])[NH:1][CH:2]([CH2:7][OH:8])[CH2:3][CH:4]([CH3:6])[CH3:5])([CH3:19])([CH3:18])[CH3:16]. The yield is 0.530.